This data is from Forward reaction prediction with 1.9M reactions from USPTO patents (1976-2016). The task is: Predict the product of the given reaction. (1) The product is: [CH3:1][C:2]1[C:6]2[C:7](=[O:19])[N:8]([CH2:11][CH2:12][N:13]3[CH2:14][CH2:15][O:16][CH2:17][CH2:18]3)[CH2:9][CH2:10][C:5]=2[NH:4][C:3]=1[CH:20]=[C:25]1[C:24]2[C:28](=[CH:29][CH:30]=[CH:31][C:23]=2[CH3:22])[NH:27][C:26]1=[O:32]. Given the reactants [CH3:1][C:2]1[C:6]2[C:7](=[O:19])[N:8]([CH2:11][CH2:12][N:13]3[CH2:18][CH2:17][O:16][CH2:15][CH2:14]3)[CH2:9][CH2:10][C:5]=2[NH:4][C:3]=1[CH:20]=O.[CH3:22][C:23]1[CH:31]=[CH:30][CH:29]=[C:28]2[C:24]=1[CH2:25][C:26](=[O:32])[NH:27]2, predict the reaction product. (2) The product is: [CH:1]1([C:4]2[N:5]=[CH:6][CH:7]=[C:8]3[C:13]=2[N:12]=[C:11]([C:14]([OH:16])=[O:15])[CH:10]=[C:9]3[O:17][CH2:19][CH2:20][OH:21])[CH2:2][CH2:3]1. Given the reactants [CH:1]1([C:4]2[N:5]=[CH:6][CH:7]=[C:8]3[C:13]=2[N:12]=[C:11]([C:14]([OH:16])=[O:15])[CH:10]=[C:9]3[OH:17])[CH2:3][CH2:2]1.Br[CH2:19][CH2:20][O:21]C(=O)C.IC, predict the reaction product. (3) Given the reactants Cl[C:2]1[N:7]=[C:6]([Cl:8])[CH:5]=[C:4]([C:9]2[O:10][C:11]([CH3:14])=[CH:12][CH:13]=2)[N:3]=1.[CH3:15][NH2:16].CCO, predict the reaction product. The product is: [Cl:8][C:6]1[CH:5]=[C:4]([C:9]2[O:10][C:11]([CH3:14])=[CH:12][CH:13]=2)[N:3]=[C:2]([CH2:15][NH2:16])[N:7]=1. (4) Given the reactants [C:1]1(=O)[CH2:8][CH2:7][CH2:6][CH2:5][CH2:4][CH2:3][C:2]1=O.COP([CH2:17][C:18]([C:20]1[CH:21]=[N:22][N:23]([C:29]2[CH:34]=[CH:33][C:32]([F:35])=[CH:31][CH:30]=2)[C:24]=1[C:25]([F:28])([F:27])[F:26])=O)(=O)OC.O.[NH2:37][NH2:38], predict the reaction product. The product is: [F:35][C:32]1[CH:33]=[CH:34][C:29]([N:23]2[C:24]([C:25]([F:28])([F:27])[F:26])=[C:20]([C:18]3[N:38]=[N:37][C:2]4[CH2:3][CH2:4][CH2:5][CH2:6][CH2:7][CH2:8][C:1]=4[CH:17]=3)[CH:21]=[N:22]2)=[CH:30][CH:31]=1. (5) Given the reactants [C:1](=O)([O-])[O-].[K+].[K+].CI.[F:9][C:10]([F:21])([F:20])[C:11]1[C:16]([C:17]([OH:19])=[O:18])=[CH:15][N:14]=[CH:13][CH:12]=1.O, predict the reaction product. The product is: [F:21][C:10]([F:9])([F:20])[C:11]1[C:16]([C:17]([O:19][CH3:1])=[O:18])=[CH:15][N:14]=[CH:13][CH:12]=1. (6) The product is: [F:2][C:3]1[C:8]([F:9])=[C:7]([F:10])[CH:6]=[CH:5][C:4]=1[C:24]1([OH:27])[CH2:23][CH2:22][CH:21]([C@H:18]2[CH2:19][CH2:20][C@H:15]([CH2:12][CH2:13][CH3:14])[CH2:16][CH2:17]2)[CH2:26][CH2:25]1. Given the reactants [Mg].[F:2][C:3]1[C:8]([F:9])=[C:7]([F:10])[CH:6]=[CH:5][C:4]=1Br.[CH2:12]([C@H:15]1[CH2:20][CH2:19][C@H:18]([CH:21]2[CH2:26][CH2:25][C:24](=[O:27])[CH2:23][CH2:22]2)[CH2:17][CH2:16]1)[CH2:13][CH3:14].Cl, predict the reaction product. (7) The product is: [O:1]1[C:5]2[CH:6]=[CH:7][CH:8]=[CH:9][C:4]=2[CH:3]=[C:2]1[C:10]1[N:14]2[N:15]=[C:16]([NH:20][CH2:21][C@H:22]([C:24]3[CH:29]=[CH:28][CH:27]=[CH:26][CH:25]=3)[OH:23])[CH:17]=[CH:18][C:13]2=[N:12][CH:11]=1. Given the reactants [O:1]1[C:5]2[CH:6]=[CH:7][CH:8]=[CH:9][C:4]=2[CH:3]=[C:2]1[C:10]1[N:14]2[N:15]=[C:16](Cl)[CH:17]=[CH:18][C:13]2=[N:12][CH:11]=1.[NH2:20][CH2:21][C@H:22]([C:24]1[CH:29]=[CH:28][CH:27]=[CH:26][CH:25]=1)[OH:23].[Cl-].[NH4+], predict the reaction product. (8) Given the reactants [H-].[Na+].[NH:3]1[C:7]2[CH:8]=[CH:9][CH:10]=[CH:11][C:6]=2[N:5]=[C:4]1[C:12]1[N:13]=[CH:14][N:15]2[C:20](=[O:21])[N:19]([CH2:22][C:23]#[CH:24])[N:18]=[N:17][C:16]=12.[CH3:25]I, predict the reaction product. The product is: [CH3:25][N:5]1[C:6]2[CH:11]=[CH:10][CH:9]=[CH:8][C:7]=2[N:3]=[C:4]1[C:12]1[N:13]=[CH:14][N:15]2[C:20](=[O:21])[N:19]([CH2:22][C:23]#[CH:24])[N:18]=[N:17][C:16]=12. (9) Given the reactants [NH2:1][CH2:2][C:3]1[CH:32]=[CH:31][C:30]([Cl:33])=[CH:29][C:4]=1[CH2:5][NH:6][C:7]([C@@H:9]1[CH2:13][CH2:12][CH2:11][N:10]1[C:14]([C:16]1[N:17](CO)[CH:18]=[C:19]([C:21]2[CH:22]=[N:23][CH:24]=[CH:25][CH:26]=2)[CH:20]=1)=[O:15])=[O:8].N, predict the reaction product. The product is: [NH2:1][CH2:2][C:3]1[CH:32]=[CH:31][C:30]([Cl:33])=[CH:29][C:4]=1[CH2:5][NH:6][C:7]([C@@H:9]1[CH2:13][CH2:12][CH2:11][N:10]1[C:14]([C:16]1[NH:17][CH:18]=[C:19]([C:21]2[CH:22]=[N:23][CH:24]=[CH:25][CH:26]=2)[CH:20]=1)=[O:15])=[O:8].